This data is from Catalyst prediction with 721,799 reactions and 888 catalyst types from USPTO. The task is: Predict which catalyst facilitates the given reaction. (1) Reactant: C([N:8]1[CH:13]=[CH:12][C:11](=O)[C:10]2[C:15]([C:19]3[CH:24]=[CH:23][CH:22]=[CH:21][CH:20]=3)=[C:16]([I:18])[O:17][C:9]1=2)C1C=CC=CC=1.C(Cl)(Cl)[Cl:26].C(Cl)(=O)C(Cl)=O. Product: [Cl:26][C:11]1[CH:12]=[CH:13][N:8]=[C:9]2[O:17][C:16]([I:18])=[C:15]([C:19]3[CH:24]=[CH:23][CH:22]=[CH:21][CH:20]=3)[C:10]=12. The catalyst class is: 9. (2) Reactant: [S:1]1[C:5]2[CH:6]=[CH:7][CH:8]=[CH:9][C:4]=2[N:3]=[C:2]1[CH:10]([C:13]1[CH:18]=[CH:17][N:16]=[C:15](Cl)[N:14]=1)[C:11]#[N:12].CCN(CC)CC.[NH2:27][CH2:28][CH2:29][C:30]1[N:34]=[CH:33][NH:32][CH:31]=1. Product: [S:1]1[C:5]2[CH:6]=[CH:7][CH:8]=[CH:9][C:4]=2[N:3]=[C:2]1[CH:10]([C:13]1[CH:18]=[CH:17][N:16]=[C:15]([NH:27][CH2:28][CH2:29][C:30]2[N:34]=[CH:33][NH:32][CH:31]=2)[N:14]=1)[C:11]#[N:12]. The catalyst class is: 14. (3) The catalyst class is: 8. Reactant: Cl[C:2]1[C:3]2[N:10]=[C:9]([CH2:11][CH:12]3[CH2:14][CH2:13]3)[S:8][C:4]=2[N:5]=[CH:6][N:7]=1.[NH2:15][C:16]1[CH:25]=[CH:24][C:19]2[NH:20][C:21](=[O:23])[S:22][C:18]=2[CH:17]=1.Cl. Product: [CH:12]1([CH2:11][C:9]2[S:8][C:4]3[N:5]=[CH:6][N:7]=[C:2]([NH:15][C:16]4[CH:25]=[CH:24][C:19]5[NH:20][C:21](=[O:23])[S:22][C:18]=5[CH:17]=4)[C:3]=3[N:10]=2)[CH2:14][CH2:13]1. (4) Reactant: [CH3:1][C:2]1[C:3]([C:16]([C:18]2[CH:23]=[CH:22][C:21]([CH2:24]O)=[CH:20][CH:19]=2)=[CH2:17])=[CH:4][C:5]2[C:6]([CH3:15])([CH3:14])[CH2:7][CH2:8][C:9]([CH3:13])([CH3:12])[C:10]=2[CH:11]=1.CS(Cl)(=O)=O.[CH3:31][N:32]1[CH2:38][C:36](=[O:37])[NH:35][C:33]1=[O:34].[H-].[Na+]. Product: [CH3:31][N:32]1[CH2:38][C:36](=[O:37])[N:35]([CH2:24][C:21]2[CH:22]=[CH:23][C:18]([C:16]([C:3]3[C:2]([CH3:1])=[CH:11][C:10]4[C:9]([CH3:13])([CH3:12])[CH2:8][CH2:7][C:6]([CH3:15])([CH3:14])[C:5]=4[CH:4]=3)=[CH2:17])=[CH:19][CH:20]=2)[C:33]1=[O:34]. The catalyst class is: 424. (5) Reactant: C(OC(=O)[NH:7][CH2:8][C:9]1[CH:14]=[CH:13][C:12]([CH2:15][NH:16][C:17]2[N:26]=[C:25]([N:27]([CH3:29])[CH3:28])[C:24]3[C:19](=[CH:20][CH:21]=[CH:22][CH:23]=3)[N:18]=2)=[CH:11][CH:10]=1)(C)(C)C.[ClH:31].CCOCC. Product: [ClH:31].[NH2:7][CH2:8][C:9]1[CH:10]=[CH:11][C:12]([CH2:15][NH:16][C:17]2[N:26]=[C:25]([N:27]([CH3:29])[CH3:28])[C:24]3[C:19](=[CH:20][CH:21]=[CH:22][CH:23]=3)[N:18]=2)=[CH:13][CH:14]=1. The catalyst class is: 5. (6) Reactant: C([C:3]1[CH:11]=[CH:10][C:9]([O:12][CH3:13])=[CH:8][C:4]=1[C:5]([OH:7])=O)#N.C[CH2:15][N:16]=C=NCCCN(C)C.C1C=CC2N(O)N=NC=2C=1.[C:35]([O:39][C:40]([N:42]1[CH2:47][CH2:46][CH2:45][CH2:44][CH:43]1[C:48](=[NH:51])[NH:49]O)=[O:41])([CH3:38])([CH3:37])[CH3:36]. Product: [C:35]([O:39][C:40]([N:42]1[CH2:47][CH2:46][CH2:45][CH2:44][CH:43]1[C:48]1[N:51]=[C:5]([C:4]2[CH:8]=[C:9]([O:12][CH3:13])[CH:10]=[C:11]([C:15]#[N:16])[CH:3]=2)[O:7][N:49]=1)=[O:41])([CH3:38])([CH3:37])[CH3:36]. The catalyst class is: 399.